Dataset: Catalyst prediction with 721,799 reactions and 888 catalyst types from USPTO. Task: Predict which catalyst facilitates the given reaction. (1) Reactant: Cl[C:2]1[CH:7]=[C:6]([NH2:8])[CH:5]=[CH:4][N:3]=1.[Cl:9][C:10]1[CH:11]=[C:12](B(O)O)[CH:13]=[CH:14][CH:15]=1.C([O-])([O-])=O.[K+].[K+]. Product: [Cl:9][C:10]1[CH:15]=[C:14]([C:2]2[CH:7]=[C:6]([NH2:8])[CH:5]=[CH:4][N:3]=2)[CH:13]=[CH:12][CH:11]=1. The catalyst class is: 77. (2) Reactant: CC1(C)C(C)(C)OB([C:9]2[CH:10]=[C:11]([CH:30]=[CH:31][CH:32]=2)[CH2:12][O:13][C:14]2[CH:19]=[CH:18][C:17]([C:20]3([CH2:24][C:25]([O:27][CH2:28][CH3:29])=[O:26])[CH2:23][O:22][CH2:21]3)=[CH:16][CH:15]=2)O1.Br[C:35]1[C:49]([CH3:50])=[CH:48][C:38]([O:39][CH:40]2[CH2:45][CH2:44][S:43](=[O:47])(=[O:46])[CH2:42][CH2:41]2)=[CH:37][C:36]=1[CH3:51].C([O-])([O-])=O.[K+].[K+]. The catalyst class is: 38. Product: [O:46]=[S:43]1(=[O:47])[CH2:44][CH2:45][CH:40]([O:39][C:38]2[CH:37]=[C:36]([CH3:51])[C:35]([C:9]3[CH:32]=[CH:31][CH:30]=[C:11]([CH2:12][O:13][C:14]4[CH:15]=[CH:16][C:17]([C:20]5([CH2:24][C:25]([O:27][CH2:28][CH3:29])=[O:26])[CH2:23][O:22][CH2:21]5)=[CH:18][CH:19]=4)[CH:10]=3)=[C:49]([CH3:50])[CH:48]=2)[CH2:41][CH2:42]1. (3) Reactant: [CH3:1][Mg]I.[C:4]([C:6]1[C:7]([C:22]([F:25])([F:24])[F:23])=[C:8]2[C:12](=[CH:13][CH:14]=1)[N:11]([CH:15]([CH3:20])[C:16](OC)=[O:17])[C:10]([CH3:21])=[CH:9]2)#[N:5].[NH4+].[Cl-].[CH3:28]C[O:30][CH2:31][CH3:32]. Product: [CH3:21][C:10]1[N:11]([CH:15]([CH3:20])[C:16](=[O:17])[CH3:28])[C:12]2[C:8]([CH:9]=1)=[C:7]([C:22]([F:25])([F:24])[F:23])[C:6]([C:4]#[N:5])=[CH:14][CH:13]=2.[OH:30][C:31]([CH3:32])([CH3:1])[CH:15]([N:11]1[C:12]2[C:8](=[C:7]([C:22]([F:24])([F:23])[F:25])[C:6]([C:4]#[N:5])=[CH:14][CH:13]=2)[CH:9]=[C:10]1[CH3:21])[CH3:16]. The catalyst class is: 25. (4) Reactant: [CH2:1]([Li])[CH2:2]CC.[Si](C#C)(C)(C)C.[C:12]1([C:18]([CH:20]2[CH:25]3[CH2:26][CH2:27][N:22]([CH2:23][CH2:24]3)[CH2:21]2)=[O:19])[CH:17]=[CH:16][CH:15]=[CH:14][CH:13]=1. Product: [C:12]1([C:18]([CH:20]2[CH:25]3[CH2:26][CH2:27][N:22]([CH2:23][CH2:24]3)[CH2:21]2)([OH:19])[C:1]#[CH:2])[CH:13]=[CH:14][CH:15]=[CH:16][CH:17]=1. The catalyst class is: 7. (5) Reactant: C[O:2][C:3]1[CH:4]=[C:5]2[C:10](=[CH:11][CH:12]=1)[N:9]=[C:8]([CH3:13])[CH:7]=[CH:6]2.B(Br)(Br)Br. Product: [CH3:13][C:8]1[CH:7]=[CH:6][C:5]2[C:10](=[CH:11][CH:12]=[C:3]([OH:2])[CH:4]=2)[N:9]=1. The catalyst class is: 4. (6) Reactant: [CH2:1]([C:3]1[C:4]([OH:12])=[CH:5][C:6]([CH3:11])=[C:7]([CH:10]=1)[CH:8]=[O:9])[CH3:2].[H-].[Na+].[CH3:15][O:16][CH2:17][CH2:18][O:19][CH2:20]Cl. The catalyst class is: 1. Product: [CH2:1]([C:3]1[C:4]([O:12][CH2:15][O:16][CH2:17][CH2:18][O:19][CH3:20])=[CH:5][C:6]([CH3:11])=[C:7]([CH:10]=1)[CH:8]=[O:9])[CH3:2]. (7) Reactant: Br[C:2]1[CH:7]=[C:6]([CH3:8])[C:5]([C:9]2[C:10](=[O:23])[N:11]([CH3:22])[C:12]3([CH2:19][CH2:18][N:17]([O:20][CH3:21])[CH2:16][CH2:15]3)[C:13]=2[OH:14])=[C:4]([Cl:24])[CH:3]=1.[Cl:25][C:26]1[CH:31]=[CH:30][C:29](B(O)O)=[CH:28][CH:27]=1.C(=O)([O-])[O-].[Na+].[Na+].Cl. Product: [Cl:24][C:4]1[CH:3]=[C:2]([C:29]2[CH:30]=[CH:31][C:26]([Cl:25])=[CH:27][CH:28]=2)[CH:7]=[C:6]([CH3:8])[C:5]=1[C:9]1[C:10](=[O:23])[N:11]([CH3:22])[C:12]2([CH2:19][CH2:18][N:17]([O:20][CH3:21])[CH2:16][CH2:15]2)[C:13]=1[OH:14]. The catalyst class is: 762. (8) Reactant: C[C:2]1(C)[O:6][C:5](=[CH:7][C:8]([N:10]([CH2:13][C:14]2[CH:19]=[CH:18][C:17]([CH3:20])=[C:16]([F:21])[CH:15]=2)[O:11][CH3:12])=[O:9])[C:4](=[O:22])[O:3]1. Product: [CH3:2][O:3][C:4](=[O:22])[C:5]([OH:6])=[CH:7][C:8](=[O:9])[N:10]([CH2:13][C:14]1[CH:19]=[CH:18][C:17]([CH3:20])=[C:16]([F:21])[CH:15]=1)[O:11][CH3:12]. The catalyst class is: 5. (9) Reactant: [F:1][C:2]([F:11])([F:10])[CH2:3][CH:4]([CH3:9])[CH2:5][C:6](O)=[O:7].C(Cl)(C([Cl:16])=O)=O. Product: [F:1][C:2]([F:11])([F:10])[CH2:3][CH:4]([CH3:9])[CH2:5][C:6]([Cl:16])=[O:7]. The catalyst class is: 59.